Dataset: Reaction yield outcomes from USPTO patents with 853,638 reactions. Task: Predict the reaction yield, written as a fraction of the theoretical maximum amount of product (1.0 means a 100% yield; for example, 0.34 means a 34% yield). (1) The yield is 0.870. The catalyst is O. The reactants are O.Cl.[NH:3]1[CH2:8][CH2:7][C:6](=[O:9])[CH2:5][CH2:4]1.[C:10](O[C:10]([O:12][C:13]([CH3:16])([CH3:15])[CH3:14])=[O:11])([O:12][C:13]([CH3:16])([CH3:15])[CH3:14])=[O:11].C(=O)([O-])[O-].[Na+].[Na+].O1CCOCC1. The product is [O:9]=[C:6]1[CH2:7][CH2:8][N:3]([C:10]([O:12][C:13]([CH3:16])([CH3:15])[CH3:14])=[O:11])[CH2:4][CH2:5]1. (2) The reactants are [O:1]1[C:5]2[CH:6]=[CH:7][C:8]([CH:10]([CH2:15][C:16]([OH:18])=[O:17])[CH2:11][C:12]([OH:14])=O)=[CH:9][C:4]=2[O:3][CH2:2]1. The catalyst is C(OC(=O)C)(=O)C. The product is [O:1]1[C:5]2[CH:6]=[CH:7][C:8]([CH:10]3[CH2:11][C:12](=[O:14])[O:18][C:16](=[O:17])[CH2:15]3)=[CH:9][C:4]=2[O:3][CH2:2]1. The yield is 0.700.